This data is from hERG potassium channel inhibition data for cardiac toxicity prediction from Karim et al.. The task is: Regression/Classification. Given a drug SMILES string, predict its toxicity properties. Task type varies by dataset: regression for continuous values (e.g., LD50, hERG inhibition percentage) or binary classification for toxic/non-toxic outcomes (e.g., AMES mutagenicity, cardiotoxicity, hepatotoxicity). Dataset: herg_karim. (1) The drug is CC(=O)C1=NN2c3cc(F)ccc3OC[C@H]2[C@@]1(CCCO)c1ccccc1. The result is 0 (non-blocker). (2) The compound is c1ccc(-c2c[nH]c(C3Cc4c([nH]c5ccccc45)C(C4CCOC4)N3)n2)cc1. The result is 1 (blocker). (3) The drug is O=C1COc2ccc(CN[C@@H]3CCN(CCn4c(=O)ccc5ncc(F)cc54)C[C@@H]3F)nc2N1. The result is 0 (non-blocker). (4) The drug is c1ccc(C2Sc3ccccc3OC2c2ccc(OCCCN3CCCC3)cc2)cc1. The result is 1 (blocker). (5) The compound is O=C(C1CC12CCN(C1CCOCC1)CC2)N1CCN(C2CC2)CC1. The result is 0 (non-blocker). (6) The drug is CCn1cc([C@@]2(c3nn(CC(N)=O)c(=O)o3)N[C@@H](c3nc(-c4ccc(F)cn4)c[nH]3)Cc3c2[nH]c2ccccc32)cn1. The result is 0 (non-blocker). (7) The result is 1 (blocker). The molecule is Cc1c2c(n3c1CCCN1CCC(CNc4cc-3ccc4C(N)=O)C1)CC(C)(C)CC2=O. (8) The drug is CN(C)CCN(C)C(=O)c1ccc(-c2ccc([C@H]3CC(F)=NN3c3ccc(C#N)cc3)cc2)cc1. The result is 1 (blocker). (9) The drug is O=C1OCCN1C1CCN(CCc2ccc(Oc3nc4ccccc4s3)cc2)CC1. The result is 1 (blocker).